Dataset: Experimentally validated miRNA-target interactions with 360,000+ pairs, plus equal number of negative samples. Task: Binary Classification. Given a miRNA mature sequence and a target amino acid sequence, predict their likelihood of interaction. (1) The miRNA is hsa-let-7g-5p with sequence UGAGGUAGUAGUUUGUACAGUU. The protein sequence of the target gene is MASAGVAAGRQAEDVLPPTSDQPLPDTKPLPPPQPPPVPAPQPQQSPAPRPQSPARAREEENYSFLPLVHNIIKCMDKDSPEVHQDLNALKSKFQEMRKLISTMPGIHLSPEQQQQQLQSLREQVRTKNELLQKYKSLCMFEIPKE. Result: 0 (no interaction). (2) The miRNA is mmu-miR-466e-3p with sequence UAUACAUACACGCACACAUAAGA. The protein sequence of the target gene is MEGECRVLSIQSHVVRGYVGNRAAMFPLQVLGFEVDAVNSVQFSNHTGYAHWKGQVLKSQELHELYEGLKVNDVNKYDYVLTGYTRDKSFLAMVVDIVRELKQQNSRLVYVCDPVMGDKWNGEGSMYVPQDLLPVYRDKVVPVADIITPNQFEAELLSGRKIHSQEEAFEVMDMLHCMGPDTVVITSSDLPSSQGSDYLIALGSQRMRKPDGSTVTQRIRMEMRKVEAVFVGTGDLFAAMLLAWTHKHPDNLKVACEKTVSAMQHVLQRTIRCAKAEAGEGQKPSPAQLELRMVQSKRDI.... Result: 1 (interaction). (3) The miRNA is hsa-miR-5580-5p with sequence UGCUGGCUCAUUUCAUAUGUGU. The protein sequence of the target gene is MENTGWMGKGHRMTPACPLLLSVILSLRLATAFDPAPSACSALASGVLYGAFSLQDLFPTIASGCSWTLENPDPTKYSLYLRFNRQEQVCAHFAPRLLPLDHYLVNFTCLRPSPEEAVAQAESEVGRPEEEEAEAAAGLELCSGSGPFTFLHFDKNFVQLCLSAEPSEAPRLLAPAALAFRFVEVLLINNNNSSQFTCGVLCRWSEECGRAAGRACGFAQPGCSCPGEAGAGSTTTTSPGPPAAHTLSNALVPGGPAPPAEADLHSGSSNDLFTTEMRYGEEPEEEPKVKTQWPRSADEP.... Result: 1 (interaction). (4) Result: 1 (interaction). The protein sequence of the target gene is MSQSPRFVTRRGGSLKAAPGAGTRRNESQDYLLMDELGDDGYPQLPLPPYGYYPSFRGNENRLTHRRQTILREKGRRLANRGPAYMFNDHSTSLSIEEERFLDAAEYGNIPVVRKMLEECHSLNVNCVDYMGQNALQLAVANEHLEITELLLKKENLSRVGDALLLAISKGYVRIVEAILNHPAFAEGKRLATSPSQSELQQDDFYAYDEDGTRFSHDVTPIILAAHCQEYEIVHTLLRKGARIERPHDYFCKCTECSQKQKHDSFSHSRSRINAYKGLASPAYLSLSSEDPVMTALELS.... The miRNA is mmu-miR-329-3p with sequence AACACACCCAGCUAACCUUUUU. (5) The miRNA is hsa-miR-6779-5p with sequence CUGGGAGGGGCUGGGUUUGGC. The protein sequence of the target gene is MLPGLAAAAAHRCSWSSLCRLRLRCRAAACNPSDRQEWQNLVTFGSFSNMVPCSHPYIGTLSQVKLYSTNVQKEGQGSQTLRVEKVPSFETAEGIGTELKAPLKQEPLQVRVKAVLKKREYGSKYTQNNFITGVRAINEFCLKSSDLEQLRKIRRRSPHEDTESFTVYLRSDVEAKSLEVWGSPEALAREKKLRKEAEIEYRERLFRNQKILREYRDFLGNTKPRSRTASVFFKGPGKVVMVAICINGLNCFFKFLAWIYTGSASMFSEAIHSLSDTCNQGLLALGISKSVQTPDPSHPY.... Result: 0 (no interaction). (6) The miRNA is hsa-miR-6803-3p with sequence UCCCUCGCCUUCUCACCCUCAG. The protein sequence of the target gene is MAMYLTREEWRPLDPTQRDLYRDVMQENYGNVVSLDFEIRSENEANPKQEFSDDVEFATMSEEPLENAEKNPGSEEAFESGDQAERPWGDLTAEEWVSYPLQQVTDLLVHKEAHAGIRYHICSQCGKAFSQISDLNRHQKTHTGDRPYKCYECGKGFSRSSHLIQHQRTHTGERPYDCNECGKSFGRSSHLIQHQTIHTGEKPHKCTECGKSFCRLSHLIQHQRTHSGEKPYECEECGKSFSRSSHLAQHQRTHTGEKPYECHECGRGFSERSDLIKHYRVHTGERPYKCDECGKNFSQN.... Result: 0 (no interaction). (7) The miRNA is hsa-miR-876-3p with sequence UGGUGGUUUACAAAGUAAUUCA. The protein sequence of the target gene is MACPLDQAIGLLVAIFHKYSGKEGDKHTLSKKELKELIQKELTIGSKLQDAEIARLMDDLDRNKDQEVNFQEYVAFLGALALIYNEALK. Result: 0 (no interaction). (8) The miRNA is hsa-miR-210-3p with sequence CUGUGCGUGUGACAGCGGCUGA. The protein sequence of the target gene is MALRRGGCGALGLLLLLLGAACLIPRSAQVRRLARCPATCSCTKESIICVGSSWVPRIVPGDISSLSLVNGTFSEIKDRMFSHLPSLQLLLLNSNSFTIIRDDAFAGLFHLEYLFIEGNKIETISRNAFRGLRDLTHLSLANNHIKALPRDVFSDLDSLIELDLRGNKFECDCKAKWLYLWLKMTNSTVSDVLCIGPPEYQEKKLNDVTSFDYECTTTDFVVHQTLPYQSVSVDTFNSKNDVYVAIAQPSMENCMVLEWDHIEMNFRSYDNITGQSIVGCKAILIDDQVFVVVAQLFGGS.... Result: 0 (no interaction). (9) The miRNA is hsa-miR-641 with sequence AAAGACAUAGGAUAGAGUCACCUC. The protein sequence of the target gene is MRRRSRMLLCFAFLWVLGIAYYMYSGGGSALAGGAGGGAGRKEDWNEIDPIKKKDLHHSNGEEKAQSMETLPPGKVRWPDFNQEAYVGGTMVRSGQDPYARNKFNQVESDKLRMDRAIPDTRHDQCQRKQWRVDLPATSVVITFHNEARSALLRTVVSVLKKSPPHLIKEIILVDDYSNDPEDGALLGKIEKVRVLRNDRREGLMRSRVRGADAAQAKVLTFLDSHCECNEHWLEPLLERVAEDRTRVVSPIIDVINMDNFQYVGASADLKGGFDWNLVFKWDYMTPEQRRSRQGNPVAP.... Result: 0 (no interaction). (10) The miRNA is hsa-miR-216a-3p with sequence UCACAGUGGUCUCUGGGAUUAU. The protein sequence of the target gene is MKILFVEPAIFLSAFAMTLTGPLTTQYVYRRIWEETGNYTFSSDSNISECEKNKSSPIFAFQEEVQKKVSRFNLQMDISGLIPGLVSTFILLSISDHYGRKFPMILSSVGALATSVWLCLLCYFAFPFQLLIASTFIGAFCGNYTTFWGACFAYIVDQCKEHKQKTIRIAIIDFLLGLVTGLTGLSSGYFIRELGFEWSFLIIAVSLAVNLIYILFFLGDPVKECSSQNVTMSCSEGFKNLFYRTYMLFKNASGKRRFLLCLLLFTVITYFFVVIGIAPIFILYELDSPLCWNEVFIGYG.... Result: 1 (interaction).